Predict the reactants needed to synthesize the given product. From a dataset of Full USPTO retrosynthesis dataset with 1.9M reactions from patents (1976-2016). (1) Given the product [CH3:46][C:43]([O:42][C:40](=[O:41])[C@H:28]([CH2:27][NH:26][C:2]1[C:7]([CH2:8][CH3:9])=[C:6]([N:10]2[CH2:15][CH2:14][CH:13]([C:16]3[N:25]=[C:24]4[C:19]([CH2:20][CH2:21][CH2:22][NH:23]4)=[CH:18][CH:17]=3)[CH2:12][CH2:11]2)[N:5]=[CH:4][N:3]=1)[NH:29][C:30]([O:32][CH2:33][C:34]1[CH:39]=[CH:38][CH:37]=[CH:36][CH:35]=1)=[O:31])([CH3:44])[CH3:45], predict the reactants needed to synthesize it. The reactants are: Br[C:2]1[C:7]([CH2:8][CH3:9])=[C:6]([N:10]2[CH2:15][CH2:14][CH:13]([C:16]3[N:25]=[C:24]4[C:19]([CH2:20][CH2:21][CH2:22][NH:23]4)=[CH:18][CH:17]=3)[CH2:12][CH2:11]2)[N:5]=[CH:4][N:3]=1.[NH2:26][CH2:27][C@@H:28]([C:40]([O:42][C:43]([CH3:46])([CH3:45])[CH3:44])=[O:41])[NH:29][C:30]([O:32][CH2:33][C:34]1[CH:39]=[CH:38][CH:37]=[CH:36][CH:35]=1)=[O:31].[F-].[Cs+]. (2) Given the product [NH:10]1[CH2:11][CH2:12][CH2:13][CH:8]([CH2:7][C:2]2[N:1]=[CH:6][CH:5]=[CH:4][N:3]=2)[CH2:9]1, predict the reactants needed to synthesize it. The reactants are: [N:1]1[CH:6]=[CH:5][CH:4]=[N:3][C:2]=1[CH2:7][CH:8]1[CH2:13][CH2:12][CH2:11][N:10](C(OC(C)(C)C)=O)[CH2:9]1.Cl. (3) Given the product [Cl:22][C:19]1[S:18][C:17]([NH:16][S:2]([C:5]2[CH:14]=[CH:13][C:8]([C:9]([O:11][CH3:12])=[O:10])=[CH:7][CH:6]=2)(=[O:4])=[O:3])=[N:21][CH:20]=1, predict the reactants needed to synthesize it. The reactants are: Cl[S:2]([C:5]1[CH:14]=[CH:13][C:8]([C:9]([O:11][CH3:12])=[O:10])=[CH:7][CH:6]=1)(=[O:4])=[O:3].Cl.[NH2:16][C:17]1[S:18][C:19]([Cl:22])=[CH:20][N:21]=1.Cl. (4) Given the product [C:1]([O:5][C:6]([NH:8][CH2:9][C:10]1[CH:11]=[C:12]([CH:13]([OH:14])[C:15]2([C:18]([O:20][CH3:21])=[O:19])[CH2:16][CH2:17]2)[CH:22]=[CH:23][C:24]=1[O:25][CH3:26])=[O:7])([CH3:4])([CH3:3])[CH3:2], predict the reactants needed to synthesize it. The reactants are: [C:1]([O:5][C:6]([NH:8][CH2:9][C:10]1[CH:11]=[C:12]([CH:22]=[CH:23][C:24]=1[O:25][CH3:26])[C:13]([C:15]1([C:18]([O:20][CH3:21])=[O:19])[CH2:17][CH2:16]1)=[O:14])=[O:7])([CH3:4])([CH3:3])[CH3:2].[BH4-].[Na+].O.Cl. (5) The reactants are: [NH2:1][C:2]1[S:3][C:4]2[CH:10]=[CH:9][CH:8]=[C:7]([O:11][CH3:12])[C:5]=2[N:6]=1.[CH2:13]([N:20]=[C:21]=[O:22])[C:14]1[CH:19]=[CH:18][CH:17]=[CH:16][CH:15]=1. Given the product [CH2:13]([NH:20][C:21]([NH:1][C:2]1[S:3][C:4]2[CH:10]=[CH:9][CH:8]=[C:7]([O:11][CH3:12])[C:5]=2[N:6]=1)=[O:22])[C:14]1[CH:19]=[CH:18][CH:17]=[CH:16][CH:15]=1, predict the reactants needed to synthesize it. (6) Given the product [C:1]([O:5][C:6]([N:8]1[CH2:9][CH:10]2[CH:14]([CH2:13][CH:12]([C:16]([O:18][CH2:21][C:20]([F:24])([F:23])[F:19])=[O:17])[CH2:11]2)[CH2:15]1)=[O:7])([CH3:4])([CH3:2])[CH3:3], predict the reactants needed to synthesize it. The reactants are: [C:1]([O:5][C:6]([N:8]1[CH2:15][CH:14]2[CH:10]([CH2:11][CH:12]([C:16]([OH:18])=[O:17])[CH2:13]2)[CH2:9]1)=[O:7])([CH3:4])([CH3:3])[CH3:2].[F:19][C:20]([F:24])([F:23])[CH2:21]O.C1(N=C=NC2CCCCC2)CCCCC1. (7) The reactants are: [CH3:1][C@H:2]1[CH2:7][NH:6][CH2:5][CH2:4][N:3]1[C:8]([O:10][C:11]([CH3:14])([CH3:13])[CH3:12])=[O:9].Br[CH2:16][C:17]1[CH:26]=[CH:25][C:20]([C:21]([O:23][CH3:24])=[O:22])=[CH:19][C:18]=1[C:27]([F:30])([F:29])[F:28].CCN(CC)CC. Given the product [CH3:24][O:23][C:21]([C:20]1[CH:25]=[CH:26][C:17]([CH2:16][N:6]2[CH2:5][CH2:4][N:3]([C:8]([O:10][C:11]([CH3:13])([CH3:12])[CH3:14])=[O:9])[C@@H:2]([CH3:1])[CH2:7]2)=[C:18]([C:27]([F:28])([F:30])[F:29])[CH:19]=1)=[O:22], predict the reactants needed to synthesize it. (8) Given the product [F:33][C:34]1[CH:35]=[C:36]([O:40][C:2]2[N:7]=[C:6]([C:8]([N:10]([CH3:32])[C:11]3[CH:16]=[CH:15][C:14]([CH2:17][N:18]4[CH2:23][CH2:22][N:21]([C:24]([O:26][C:27]([CH3:30])([CH3:29])[CH3:28])=[O:25])[C@@H:20]([CH3:31])[CH2:19]4)=[CH:13][CH:12]=3)=[O:9])[CH:5]=[CH:4][CH:3]=2)[CH:37]=[CH:38][CH:39]=1, predict the reactants needed to synthesize it. The reactants are: Cl[C:2]1[N:7]=[C:6]([C:8]([N:10]([CH3:32])[C:11]2[CH:16]=[CH:15][C:14]([CH2:17][N:18]3[CH2:23][CH2:22][N:21]([C:24]([O:26][C:27]([CH3:30])([CH3:29])[CH3:28])=[O:25])[C@@H:20]([CH3:31])[CH2:19]3)=[CH:13][CH:12]=2)=[O:9])[CH:5]=[CH:4][CH:3]=1.[F:33][C:34]1[CH:35]=[C:36]([OH:40])[CH:37]=[CH:38][CH:39]=1. (9) Given the product [Br:1][C:2]1[CH:3]=[C:4]([C:9]([OH:11])=[O:10])[NH:5][C:6]=1[CH2:7][CH3:8], predict the reactants needed to synthesize it. The reactants are: [Br:1][C:2]1[CH:3]=[C:4]([C:9]([O:11]CC)=[O:10])[NH:5][C:6]=1[CH2:7][CH3:8].ClC1C=C(C(O)=O)NC=1C. (10) Given the product [N:1]1[C:2]2[C:3](=[CH:13][CH:14]=[CH:15][CH:16]=2)[CH:4]=[N:17][CH:18]=1, predict the reactants needed to synthesize it. The reactants are: [NH2:1][C:2]1[CH:16]=[CH:15][CH:14]=[CH:13][C:3]=1[C:4](C1C=CC(Cl)=CC=1)=O.[NH2:17][C:18](N)=O.O.